From a dataset of Full USPTO retrosynthesis dataset with 1.9M reactions from patents (1976-2016). Predict the reactants needed to synthesize the given product. (1) Given the product [CH2:1]([O:3][C:4](=[O:25])[CH2:5][C:6]1[C:7]([CH3:24])=[C:8]([S:16][C:17]2[CH:22]=[CH:21][C:20]([C:30]3[CH:31]=[N:26][CH:27]=[N:28][CH:29]=3)=[CH:19][CH:18]=2)[N:9]2[C:14]=1[CH:13]=[CH:12][C:11]([F:15])=[CH:10]2)[CH3:2], predict the reactants needed to synthesize it. The reactants are: [CH2:1]([O:3][C:4](=[O:25])[CH2:5][C:6]1[C:7]([CH3:24])=[C:8]([S:16][C:17]2[CH:22]=[CH:21][C:20](Br)=[CH:19][CH:18]=2)[N:9]2[C:14]=1[CH:13]=[CH:12][C:11]([F:15])=[CH:10]2)[CH3:2].[N:26]1[CH:31]=[C:30](B(O)O)[CH:29]=[N:28][CH:27]=1.C(=O)([O-])[O-].[Cs+].[Cs+]. (2) Given the product [F:3][C:4]1[CH:9]=[CH:8][C:7]([C:10](=[O:13])[CH2:11][CH3:12])=[C:6]([O:14][CH2:18][C:17]#[CH:16])[CH:5]=1, predict the reactants needed to synthesize it. The reactants are: [H-].[Na+].[F:3][C:4]1[CH:9]=[CH:8][C:7]([C:10](=[O:13])[CH2:11][CH3:12])=[C:6]([OH:14])[CH:5]=1.Br[CH2:16][C:17]#[CH:18]. (3) Given the product [CH2:1]([N:3]1[C:7](=[NH:8])/[C:6](=[CH:9]/[C:10]2[CH:15]=[CH:14][C:13]([O:16][CH2:28][C:23]3[CH:24]=[CH:25][CH:26]=[CH:27][C:22]=3[C:21]([F:20])([F:30])[F:31])=[C:12]([O:17][CH3:18])[CH:11]=2)/[NH:5][C:4]1=[O:19])[CH3:2], predict the reactants needed to synthesize it. The reactants are: [CH2:1]([N:3]1[C:7](=[NH:8])/[C:6](=[CH:9]/[C:10]2[CH:15]=[CH:14][C:13]([OH:16])=[C:12]([O:17][CH3:18])[CH:11]=2)/[NH:5][C:4]1=[O:19])[CH3:2].[F:20][C:21]([F:31])([F:30])[C:22]1[CH:27]=[CH:26][CH:25]=[CH:24][C:23]=1[CH2:28]O.N(C(OCC)=O)=NC(OCC)=O.C1(P(C2C=CC=CC=2)C2C=CC=CC=2)C=CC=CC=1. (4) Given the product [F:35][C:36]1[CH:37]=[C:38]([CH:42]=[CH:43][C:44]=1[F:45])[C:39]([N:22]1[C:30]2[C:25](=[CH:26][C:27]([S:31]([NH2:34])(=[O:32])=[O:33])=[CH:28][CH:29]=2)[CH2:24][CH2:23]1)=[O:40], predict the reactants needed to synthesize it. The reactants are: C1(C(N2C3C(=CC(S(N)(=O)=O)=CC=3)CC2)=O)CCCCC1.[NH:22]1[C:30]2[C:25](=[CH:26][C:27]([S:31]([NH2:34])(=[O:33])=[O:32])=[CH:28][CH:29]=2)[CH2:24][CH2:23]1.[F:35][C:36]1[CH:37]=[C:38]([CH:42]=[CH:43][C:44]=1[F:45])[C:39](Cl)=[O:40]. (5) Given the product [CH2:23]([C:21]1[CH:22]=[C:17]([OH:16])[C:18]([OH:35])=[C:19]([OH:31])[CH:20]=1)[CH2:24][C:25]1[CH:26]=[CH:27][CH:28]=[CH:29][CH:30]=1, predict the reactants needed to synthesize it. The reactants are: O.C1(C)C=CC(S(O)(=O)=O)=CC=1.C([O:16][C:17]1[CH:22]=[C:21]([CH2:23][CH2:24][C:25]2[CH:30]=[CH:29][CH:28]=[CH:27][CH:26]=2)[CH:20]=[C:19]([O:31]C(=O)C)[C:18]=1[O:35]C(=O)C)(=O)C. (6) Given the product [Cl:1][C:2]1[CH:7]=[CH:6][CH:5]=[CH:4][C:3]=1[C:8]1[CH:17]=[C:16]([CH2:18][N:19]2[CH2:24][CH2:23][NH:22][CH:21]([C:31]([O:33][C:34]([CH3:37])([CH3:36])[CH3:35])=[O:32])[CH2:20]2)[CH:15]=[C:14]2[C:9]=1[CH2:10][NH:11][C:12](=[O:46])[N:13]2[C:38]1[C:43]([Cl:44])=[CH:42][CH:41]=[CH:40][C:39]=1[Cl:45].[CH2:25]([N:22]1[CH2:23][CH2:24][N:19]([CH2:18][C:16]2[CH:15]=[C:14]3[C:9]([CH2:10][NH:11][C:12](=[O:46])[N:13]3[C:38]3[C:43]([Cl:44])=[CH:42][CH:41]=[CH:40][C:39]=3[Cl:45])=[C:8]([C:3]3[CH:4]=[CH:5][CH:6]=[CH:7][C:2]=3[Cl:1])[CH:17]=2)[CH2:20][CH:21]1[C:31]([O:33][C:34]([CH3:35])([CH3:36])[CH3:37])=[O:32])[CH:48]=[CH2:49], predict the reactants needed to synthesize it. The reactants are: [Cl:1][C:2]1[CH:7]=[CH:6][CH:5]=[CH:4][C:3]=1[C:8]1[CH:17]=[C:16]([CH2:18][N:19]2[CH2:24][CH2:23][N:22]([C:25](OCC=C)=O)[CH:21]([C:31]([O:33][C:34]([CH3:37])([CH3:36])[CH3:35])=[O:32])[CH2:20]2)[CH:15]=[C:14]2[C:9]=1[CH2:10][NH:11][C:12](=[O:46])[N:13]2[C:38]1[C:43]([Cl:44])=[CH:42][CH:41]=[CH:40][C:39]=1[Cl:45].O.[CH2:48]([SnH](CCCC)CCCC)[CH2:49]CC. (7) The reactants are: [C:1]([O:4][CH2:5][CH2:6][CH2:7][CH2:8][OH:9])(=[O:3])[CH3:2].C(Cl)Cl.[N+:13]([O-])([OH:15])=[O:14].S(=O)(=O)(O)O. Given the product [N+:13]([O:9][CH2:8][CH2:7][CH2:6][CH2:5][O:4][C:1](=[O:3])[CH3:2])([O-:15])=[O:14], predict the reactants needed to synthesize it.